This data is from Full USPTO retrosynthesis dataset with 1.9M reactions from patents (1976-2016). The task is: Predict the reactants needed to synthesize the given product. (1) Given the product [F:25][C:22]1[CH:23]=[CH:24][C:19]([C:7]2[N:6]=[C:5]3[NH:4][N:3]=[CH:2][C:10]3=[CH:9][C:8]=2[C:11]2[CH:16]=[CH:15][N:14]=[C:13]([S:17][CH3:18])[N:12]=2)=[CH:20][CH:21]=1, predict the reactants needed to synthesize it. The reactants are: N[C:2]1[C:10]2[C:5](=[N:6][C:7]([C:19]3[CH:24]=[CH:23][C:22]([F:25])=[CH:21][CH:20]=3)=[C:8]([C:11]3[CH:16]=[CH:15][N:14]=[C:13]([S:17][CH3:18])[N:12]=3)[CH:9]=2)[NH:4][N:3]=1.N([O-])=O.[Na+].O[PH2]=O.[OH-].[Na+]. (2) Given the product [C:1]([N:5]1[C:9]([NH:10][C:11](=[O:16])[C:12]([F:14])([F:15])[F:13])=[CH:8][C:7]([CH:17]2[CH2:18][C:19](=[O:21])[CH2:20]2)=[N:6]1)([CH3:4])([CH3:2])[CH3:3], predict the reactants needed to synthesize it. The reactants are: [C:1]([N:5]1[C:9]([NH:10][C:11](=[O:16])[C:12]([F:15])([F:14])[F:13])=[CH:8][C:7]([CH:17]2[CH2:20][C:19](OC)([O:21]C)[CH2:18]2)=[N:6]1)([CH3:4])([CH3:3])[CH3:2].O.C1(C)C=CC(S(O)(=O)=O)=CC=1. (3) Given the product [CH2:19]([NH:20][C:21]([C:2]1[CH:18]=[CH:17][C:5]([O:6][C:7]2[CH:8]=[C:9]([CH2:13][C:14]([OH:16])=[O:15])[CH:10]=[CH:11][CH:12]=2)=[C:4]([CH2:19][N:20]2[CH2:24][CH2:23][O:22][C:21]2=[O:25])[CH:3]=1)=[O:22])[CH3:4], predict the reactants needed to synthesize it. The reactants are: Br[C:2]1[CH:18]=[CH:17][C:5]([O:6][C:7]2[CH:8]=[C:9]([CH2:13][C:14]([OH:16])=[O:15])[CH:10]=[CH:11][CH:12]=2)=[C:4]([CH2:19][N:20]2[CH2:24][CH2:23][O:22][C:21]2=[O:25])[CH:3]=1. (4) Given the product [OH:6][CH:5]([C:7]1[CH:12]=[CH:11][CH:10]=[CH:9][CH:8]=1)[CH2:4][CH2:3][N:2]([CH3:1])[C:21](=[O:22])[O:23][C:24]([CH3:25])([CH3:26])[CH3:27], predict the reactants needed to synthesize it. The reactants are: [CH3:1][NH:2][CH2:3][CH2:4][CH:5]([C:7]1[CH:12]=[CH:11][CH:10]=[CH:9][CH:8]=1)[OH:6].[CH3:25][C:24]([O:23][C:21](O[C:21]([O:23][C:24]([CH3:27])([CH3:26])[CH3:25])=[O:22])=[O:22])([CH3:27])[CH3:26]. (5) Given the product [OH:17][CH2:16][CH2:15][CH2:14][N:10]1[C:11](=[O:13])[C:12]2[C:3]([CH2:2][C:38]3[CH:39]=[N:40][C:41]([C:44]([F:47])([F:46])[F:45])=[CH:42][CH:43]=3)=[C:4]([O:26][C:27]3[CH:32]=[CH:31][CH:30]=[C:29]([O:33][C:34]([F:35])([F:36])[F:37])[CH:28]=3)[CH:5]=[N:6][C:7]=2[N:8]([CH3:25])[C:9]1=[O:24], predict the reactants needed to synthesize it. The reactants are: O[CH:2]([C:38]1[CH:39]=[N:40][C:41]([C:44]([F:47])([F:46])[F:45])=[CH:42][CH:43]=1)[C:3]1[C:12]2[C:11](=[O:13])[N:10]([CH2:14][CH2:15][CH2:16][O:17]C3CCCCO3)[C:9](=[O:24])[N:8]([CH3:25])[C:7]=2[N:6]=[CH:5][C:4]=1[O:26][C:27]1[CH:32]=[CH:31][CH:30]=[C:29]([O:33][C:34]([F:37])([F:36])[F:35])[CH:28]=1.O[Li].O. (6) The reactants are: C[Si]([C:5]#[C:6][C:7]1[CH:8]=[C:9]([O:22][CH2:23][C:24]([O:26][C:27]([CH3:30])([CH3:29])[CH3:28])=[O:25])[CH:10]=[C:11]([O:13][CH2:14][C:15]([O:17][C:18]([CH3:21])([CH3:20])[CH3:19])=[O:16])[CH:12]=1)(C)C.[F-].C([N+](CCCC)(CCCC)CCCC)CCC. Given the product [C:6]([C:7]1[CH:12]=[C:11]([O:13][CH2:14][C:15]([O:17][C:18]([CH3:21])([CH3:20])[CH3:19])=[O:16])[CH:10]=[C:9]([O:22][CH2:23][C:24]([O:26][C:27]([CH3:30])([CH3:29])[CH3:28])=[O:25])[CH:8]=1)#[CH:5], predict the reactants needed to synthesize it.